The task is: Predict the product of the given reaction.. This data is from Forward reaction prediction with 1.9M reactions from USPTO patents (1976-2016). (1) Given the reactants [Si:1]([O:18][CH2:19][C:20]1[C:25]([N:26]2[CH2:31][C@@H:30]([CH3:32])[O:29][C@H:28]([CH3:33])[CH2:27]2)=[C:24]([F:34])[C:23]([F:35])=[CH:22][CH:21]=1)([C:14]([CH3:17])([CH3:16])[CH3:15])([C:8]1[CH:13]=[CH:12][CH:11]=[CH:10][CH:9]=1)[C:2]1[CH:7]=[CH:6][CH:5]=[CH:4][CH:3]=1.[Li]C(CC)C.[CH3:41][S:42][C:43]1[N:48]=[C:47]([CH:49]=[O:50])[CH:46]=[CH:45][N:44]=1, predict the reaction product. The product is: [Si:1]([O:18][CH2:19][C:20]1[C:25]([N:26]2[CH2:31][C@@H:30]([CH3:32])[O:29][C@H:28]([CH3:33])[CH2:27]2)=[C:24]([F:34])[C:23]([F:35])=[C:22]([CH:49]([C:47]2[CH:46]=[CH:45][N:44]=[C:43]([S:42][CH3:41])[N:48]=2)[OH:50])[CH:21]=1)([C:14]([CH3:16])([CH3:17])[CH3:15])([C:2]1[CH:7]=[CH:6][CH:5]=[CH:4][CH:3]=1)[C:8]1[CH:13]=[CH:12][CH:11]=[CH:10][CH:9]=1. (2) Given the reactants [NH2:1][C:2]1[N:10]=[CH:9][N:8]=[C:7]2[C:3]=1[N:4]=[CH:5][N:6]2[C@H:11]1[C@@H:15]2[O:16]C(C)(C)[O:18][C@@H:14]2[C@@H:13]([CH2:21][N:22]([CH:40]([CH2:42][CH3:43])[CH3:41])[CH2:23][CH2:24][CH2:25][NH:26][C:27]([NH:29][C:30]2[CH:35]=[CH:34][C:33]([C:36]([CH3:39])([CH3:38])[CH3:37])=[CH:32][CH:31]=2)=[O:28])[O:12]1.C([O-])([O-])=O.[K+].[K+], predict the reaction product. The product is: [NH2:1][C:2]1[N:10]=[CH:9][N:8]=[C:7]2[C:3]=1[N:4]=[CH:5][N:6]2[C@@H:11]1[O:12][C@H:13]([CH2:21][N:22]([CH:40]([CH2:42][CH3:43])[CH3:41])[CH2:23][CH2:24][CH2:25][NH:26][C:27]([NH:29][C:30]2[CH:31]=[CH:32][C:33]([C:36]([CH3:38])([CH3:39])[CH3:37])=[CH:34][CH:35]=2)=[O:28])[C@@H:14]([OH:18])[C@H:15]1[OH:16]. (3) Given the reactants [Cl:1][C:2]1[CH:7]=[CH:6][C:5]([CH:8]2[N:12]([C:13]3[CH:14]=[C:15]([CH3:23])[C:16]4[O:20][N:19]=[C:18]([CH3:21])[C:17]=4[CH:22]=3)[C:11](=[O:24])[C:10](=O)[CH:9]2[C:26](=O)[CH2:27][CH3:28])=[CH:4][CH:3]=1.[NH:30]([CH2:32][CH2:33][OH:34])[NH2:31], predict the reaction product. The product is: [Cl:1][C:2]1[CH:7]=[CH:6][C:5]([CH:8]2[C:9]3[C:10](=[N:31][N:30]([CH2:32][CH2:33][OH:34])[C:26]=3[CH2:27][CH3:28])[C:11](=[O:24])[N:12]2[C:13]2[CH:14]=[C:15]([CH3:23])[C:16]3[O:20][N:19]=[C:18]([CH3:21])[C:17]=3[CH:22]=2)=[CH:4][CH:3]=1. (4) Given the reactants [Cl:1][C:2]1[CH:9]=[C:8](F)[CH:7]=[CH:6][C:3]=1[C:4]#[N:5].[NH2:11][C@H:12]1[CH2:16][CH2:15][N:14]([C:17]([O:19][C:20]([CH3:23])([CH3:22])[CH3:21])=[O:18])[CH2:13]1.C([O-])(O)=O.[Na+], predict the reaction product. The product is: [Cl:1][C:2]1[CH:9]=[C:8]([NH:11][C@H:12]2[CH2:16][CH2:15][N:14]([C:17]([O:19][C:20]([CH3:23])([CH3:22])[CH3:21])=[O:18])[CH2:13]2)[CH:7]=[CH:6][C:3]=1[C:4]#[N:5]. (5) Given the reactants [CH3:1][C:2]1[CH:7]=[CH:6][CH:5]=[C:4]([NH2:8])[C:3]=1[NH2:9].[CH:10](O)=O, predict the reaction product. The product is: [CH3:1][C:2]1[C:3]2[N:9]=[CH:10][NH:8][C:4]=2[CH:5]=[CH:6][CH:7]=1. (6) The product is: [CH:1]1[C:13]2[C:12]3[CH2:11][CH2:10][N:9]([C:14]([NH:16][C:17]4[CH:18]=[C:19]([CH:25]=[CH:26][CH:27]=4)[C:20]([OH:22])=[O:21])=[O:15])[CH2:8][C:7]=3[CH:6]=[N:5][C:4]=2[NH:3][N:2]=1.[CH:1]1[C:13]2[C:12]3[CH2:11][CH2:10][N:9]([C:14]([NH:16][C:17]4[CH:18]=[C:19]([CH:25]=[CH:26][CH:27]=4)[C:20]([O:22][CH2:23][CH3:24])=[O:21])=[O:15])[CH2:8][C:7]=3[CH:6]=[N:5][C:4]=2[NH:3][N:2]=1. Given the reactants [CH:1]1[C:13]2[C:12]3[CH2:11][CH2:10][N:9]([C:14]([NH:16][C:17]4[CH:18]=[C:19]([CH:25]=[CH:26][CH:27]=4)[C:20]([O:22][CH2:23][CH3:24])=[O:21])=[O:15])[CH2:8][C:7]=3[CH:6]=[N:5][C:4]=2[NH:3][N:2]=1.COC1C=CC(CN2C3N=CC4CNCCC=4C=3C=N2)=CC=1, predict the reaction product. (7) Given the reactants [CH3:1][N:2]([CH:4]=O)[CH3:3].C(Cl)(=O)C(Cl)=O.[CH3:12][C:13]1[S:14][C:15]([C:18]2[N:23]=[C:22]([C:24]3[N:29]=[CH:28][CH:27]=[CH:26][N:25]=3)[CH:21]=[CH:20][CH:19]=2)=[CH:16][N:17]=1.[F:30][P-:31]([F:36])([F:35])([F:34])([F:33])[F:32].[Na+], predict the reaction product. The product is: [F:30][P-:31]([F:36])([F:35])([F:34])([F:33])[F:32].[CH3:1][N:2]([CH3:3])/[CH:4]=[C:12](/[C:13]1[S:14][C:15]([C:18]2[CH:19]=[CH:20][CH:21]=[C:22]([C:24]3[N:29]=[CH:28][CH:27]=[CH:26][N:25]=3)[N:23]=2)=[CH:16][N:17]=1)\[CH:1]=[N+:2]([CH3:4])[CH3:3].